Predict the reactants needed to synthesize the given product. From a dataset of Retrosynthesis with 50K atom-mapped reactions and 10 reaction types from USPTO. (1) The reactants are: CC(C)(O)CN.COC(=O)c1cccc2c1c(C)nn2-c1ccc(C#N)c(Br)c1. Given the product COC(=O)c1cccc2c1c(C)nn2-c1ccc(C#N)c(NCC(C)(C)O)c1, predict the reactants needed to synthesize it. (2) Given the product CON(C)C(=O)c1cc2cc(F)cc(F)c2s1, predict the reactants needed to synthesize it. The reactants are: CNOC.O=C(O)c1cc2cc(F)cc(F)c2s1. (3) Given the product CCCc1c(OCCCOc2ccc(C(=O)C(=O)OCC)cc2)ccc(C(=O)OC)c1O, predict the reactants needed to synthesize it. The reactants are: CCCc1c(OCCCBr)ccc(C(=O)OC)c1O.CCOC(=O)C(=O)c1ccc(O)cc1. (4) Given the product O=C1CC(c2ccccc2)Oc2ccc(Cl)cc21, predict the reactants needed to synthesize it. The reactants are: O=C(C=Cc1ccccc1)c1cc(Cl)ccc1O. (5) Given the product CCCCc1nc2cccc(CO)c2n1Cc1ccc(-c2ccccc2-c2nnn[nH]2)cc1, predict the reactants needed to synthesize it. The reactants are: CCCCc1nc2cccc(CO)c2n1Cc1ccc(-c2ccccc2C#N)cc1.[N-]=[N+]=[N-]. (6) The reactants are: CC(C)Oc1ccc(S(C)(=O)=O)cc1C(=O)O.Clc1ccc2c(c1)NCCC2. Given the product CC(C)Oc1ccc(S(C)(=O)=O)cc1C(=O)N1CCCc2ccc(Cl)cc21, predict the reactants needed to synthesize it.